This data is from NCI-60 drug combinations with 297,098 pairs across 59 cell lines. The task is: Regression. Given two drug SMILES strings and cell line genomic features, predict the synergy score measuring deviation from expected non-interaction effect. (1) Drug 1: CC=C1C(=O)NC(C(=O)OC2CC(=O)NC(C(=O)NC(CSSCCC=C2)C(=O)N1)C(C)C)C(C)C. Drug 2: C1CN(CCN1C(=O)CCBr)C(=O)CCBr. Cell line: K-562. Synergy scores: CSS=67.9, Synergy_ZIP=-0.617, Synergy_Bliss=2.36, Synergy_Loewe=-41.9, Synergy_HSA=0.528. (2) Drug 1: CC1OCC2C(O1)C(C(C(O2)OC3C4COC(=O)C4C(C5=CC6=C(C=C35)OCO6)C7=CC(=C(C(=C7)OC)O)OC)O)O. Drug 2: CC12CCC3C(C1CCC2O)C(CC4=C3C=CC(=C4)O)CCCCCCCCCS(=O)CCCC(C(F)(F)F)(F)F. Cell line: DU-145. Synergy scores: CSS=35.3, Synergy_ZIP=1.23, Synergy_Bliss=2.75, Synergy_Loewe=-2.49, Synergy_HSA=3.43. (3) Drug 1: CC1=C(N=C(N=C1N)C(CC(=O)N)NCC(C(=O)N)N)C(=O)NC(C(C2=CN=CN2)OC3C(C(C(C(O3)CO)O)O)OC4C(C(C(C(O4)CO)O)OC(=O)N)O)C(=O)NC(C)C(C(C)C(=O)NC(C(C)O)C(=O)NCCC5=NC(=CS5)C6=NC(=CS6)C(=O)NCCC[S+](C)C)O. Drug 2: COCCOC1=C(C=C2C(=C1)C(=NC=N2)NC3=CC=CC(=C3)C#C)OCCOC.Cl. Cell line: MALME-3M. Synergy scores: CSS=13.7, Synergy_ZIP=0.643, Synergy_Bliss=1.54, Synergy_Loewe=8.96, Synergy_HSA=2.52. (4) Drug 1: CC(C)CN1C=NC2=C1C3=CC=CC=C3N=C2N. Drug 2: C(CN)CNCCSP(=O)(O)O. Cell line: SW-620. Synergy scores: CSS=-0.531, Synergy_ZIP=2.21, Synergy_Bliss=1.37, Synergy_Loewe=-0.662, Synergy_HSA=-2.55. (5) Drug 1: C1CC(C1)(C(=O)O)C(=O)O.[NH2-].[NH2-].[Pt+2]. Drug 2: C1=NC2=C(N1)C(=S)N=CN2. Cell line: NCI-H226. Synergy scores: CSS=22.9, Synergy_ZIP=-7.88, Synergy_Bliss=-7.80, Synergy_Loewe=-13.6, Synergy_HSA=-5.18. (6) Drug 1: CCC1=C2CN3C(=CC4=C(C3=O)COC(=O)C4(CC)O)C2=NC5=C1C=C(C=C5)O. Drug 2: CC1C(C(CC(O1)OC2CC(CC3=C2C(=C4C(=C3O)C(=O)C5=CC=CC=C5C4=O)O)(C(=O)C)O)N)O. Cell line: OVCAR3. Synergy scores: CSS=42.9, Synergy_ZIP=-7.50, Synergy_Bliss=-8.20, Synergy_Loewe=-5.19, Synergy_HSA=-4.12. (7) Drug 1: CCC1=CC2CC(C3=C(CN(C2)C1)C4=CC=CC=C4N3)(C5=C(C=C6C(=C5)C78CCN9C7C(C=CC9)(C(C(C8N6C)(C(=O)OC)O)OC(=O)C)CC)OC)C(=O)OC.C(C(C(=O)O)O)(C(=O)O)O. Drug 2: CC(C)(C#N)C1=CC(=CC(=C1)CN2C=NC=N2)C(C)(C)C#N. Cell line: TK-10. Synergy scores: CSS=3.75, Synergy_ZIP=-5.65, Synergy_Bliss=-3.44, Synergy_Loewe=-2.10, Synergy_HSA=-2.63. (8) Drug 2: CCCCC(=O)OCC(=O)C1(CC(C2=C(C1)C(=C3C(=C2O)C(=O)C4=C(C3=O)C=CC=C4OC)O)OC5CC(C(C(O5)C)O)NC(=O)C(F)(F)F)O. Synergy scores: CSS=21.3, Synergy_ZIP=-0.459, Synergy_Bliss=-2.61, Synergy_Loewe=-2.60, Synergy_HSA=-1.86. Drug 1: CC1OCC2C(O1)C(C(C(O2)OC3C4COC(=O)C4C(C5=CC6=C(C=C35)OCO6)C7=CC(=C(C(=C7)OC)O)OC)O)O. Cell line: HS 578T. (9) Drug 1: CC1=C2C(C(=O)C3(C(CC4C(C3C(C(C2(C)C)(CC1OC(=O)C(C(C5=CC=CC=C5)NC(=O)C6=CC=CC=C6)O)O)OC(=O)C7=CC=CC=C7)(CO4)OC(=O)C)O)C)OC(=O)C. Drug 2: CNC(=O)C1=NC=CC(=C1)OC2=CC=C(C=C2)NC(=O)NC3=CC(=C(C=C3)Cl)C(F)(F)F. Cell line: UACC62. Synergy scores: CSS=65.4, Synergy_ZIP=0.209, Synergy_Bliss=-0.0209, Synergy_Loewe=-0.892, Synergy_HSA=4.74.